Task: Regression. Given a peptide amino acid sequence and an MHC pseudo amino acid sequence, predict their binding affinity value. This is MHC class I binding data.. Dataset: Peptide-MHC class I binding affinity with 185,985 pairs from IEDB/IMGT (1) The peptide sequence is TFVPIAWAAAY. The binding affinity (normalized) is 0.522. The MHC is HLA-C14:02 with pseudo-sequence HLA-C14:02. (2) The peptide sequence is SYRTRAINK. The MHC is HLA-A30:01 with pseudo-sequence HLA-A30:01. The binding affinity (normalized) is 0.359. (3) The peptide sequence is TPKPAVRFAI. The MHC is HLA-A01:01 with pseudo-sequence HLA-A01:01. The binding affinity (normalized) is 0. (4) The peptide sequence is RQDILDLWIY. The MHC is HLA-A68:02 with pseudo-sequence HLA-A68:02. The binding affinity (normalized) is 0.